Dataset: Forward reaction prediction with 1.9M reactions from USPTO patents (1976-2016). Task: Predict the product of the given reaction. (1) Given the reactants [C:1]([NH:8][C@H:9]([C:13]([OH:15])=[O:14])[CH:10]([CH3:12])[CH3:11])([O:3][C:4]([CH3:7])([CH3:6])[CH3:5])=[O:2].[OH-].C([N+](CCCC)(CCCC)CCCC)CCC.[CH2:34]([O:41][C:42](=[O:47])[CH2:43][CH2:44][CH2:45]Br)[C:35]1[CH:40]=[CH:39][CH:38]=[CH:37][CH:36]=1.C(=O)(O)[O-].[Na+], predict the reaction product. The product is: [CH2:34]([O:41][C:42](=[O:47])[CH2:43][CH2:44][CH2:45][O:14][C:13](=[O:15])[C@H:9]([CH:10]([CH3:11])[CH3:12])[NH:8][C:1]([O:3][C:4]([CH3:5])([CH3:7])[CH3:6])=[O:2])[C:35]1[CH:40]=[CH:39][CH:38]=[CH:37][CH:36]=1. (2) The product is: [F:1][C:2]1[CH:16]=[CH:15][C:5]([CH2:6][C:7]2[CH:12]=[CH:11][CH:10]=[CH:9][C:8]=2[CH2:13][C:51]([OH:54])=[O:53])=[CH:4][CH:3]=1. Given the reactants [F:1][C:2]1[CH:16]=[CH:15][C:5]([CH2:6][C:7]2[CH:12]=[CH:11][CH:10]=[CH:9][C:8]=2[CH2:13]Cl)=[CH:4][CH:3]=1.C1COCC1.C1C=CC(P(C2C=CC=CC=2)CCCP(C2C=CC=CC=2)C2C=CC=CC=2)=CC=1.[C:51]([O-:54])(=[O:53])C.[Na+], predict the reaction product.